This data is from Forward reaction prediction with 1.9M reactions from USPTO patents (1976-2016). The task is: Predict the product of the given reaction. (1) Given the reactants [N+:1]([C:4]1[CH:5]=[CH:6][CH:7]=[C:8]2[C:12]=1[NH:11][C:10]([C:13]([OH:15])=O)=[CH:9]2)([O-:3])=[O:2].Cl.CN(C)CCCN=C=NCC.[C:28]([O:32][C:33]([N:35]1[CH2:40][CH2:39][NH:38][CH2:37][CH2:36]1)=[O:34])([CH3:31])([CH3:30])[CH3:29], predict the reaction product. The product is: [C:28]([O:32][C:33]([N:35]1[CH2:40][CH2:39][N:38]([C:13]([C:10]2[NH:11][C:12]3[C:8]([CH:9]=2)=[CH:7][CH:6]=[CH:5][C:4]=3[N+:1]([O-:3])=[O:2])=[O:15])[CH2:37][CH2:36]1)=[O:34])([CH3:31])([CH3:29])[CH3:30]. (2) Given the reactants [Cl:1][C:2]1[CH:3]=[C:4]([CH2:9][C:10]([OH:12])=[O:11])[CH:5]=[C:6]([OH:8])[CH:7]=1.Br[C:14]1[CH:19]=[CH:18][C:17]([S:20]([CH2:23][CH3:24])(=[O:22])=[O:21])=[C:16]([C:25]([F:28])([F:27])[F:26])[CH:15]=1, predict the reaction product. The product is: [Cl:1][C:2]1[CH:3]=[C:4]([CH2:9][C:10]([OH:12])=[O:11])[CH:5]=[C:6]([O:8][C:14]2[CH:19]=[CH:18][C:17]([S:20]([CH2:23][CH3:24])(=[O:21])=[O:22])=[C:16]([C:25]([F:27])([F:28])[F:26])[CH:15]=2)[CH:7]=1. (3) The product is: [Cl:58][C:55]1[N:54]=[N:53][C:52]([CH2:47][C:3]2[CH:4]=[C:5]([C@H:8]3[C@H:13]([O:14][CH2:15][C:16]4[CH:17]=[CH:18][CH:19]=[CH:20][CH:21]=4)[C@@H:12]([O:22][CH2:23][C:24]4[CH:29]=[CH:28][CH:27]=[CH:26][CH:25]=4)[C@H:11]([O:30][CH2:31][C:32]4[CH:33]=[CH:34][CH:35]=[CH:36][CH:37]=4)[C@@H:10]([CH2:38][O:39][CH2:40][C:41]4[CH:42]=[CH:43][CH:44]=[CH:45][CH:46]=4)[O:9]3)[CH:6]=[CH:7][C:2]=2[Cl:1])=[CH:57][CH:56]=1. Given the reactants [Cl:1][C:2]1[CH:7]=[CH:6][C:5]([C@H:8]2[C@H:13]([O:14][CH2:15][C:16]3[CH:21]=[CH:20][CH:19]=[CH:18][CH:17]=3)[C@@H:12]([O:22][CH2:23][C:24]3[CH:29]=[CH:28][CH:27]=[CH:26][CH:25]=3)[C@H:11]([O:30][CH2:31][C:32]3[CH:37]=[CH:36][CH:35]=[CH:34][CH:33]=3)[C@@H:10]([CH2:38][O:39][CH2:40][C:41]3[CH:46]=[CH:45][CH:44]=[CH:43][CH:42]=3)[O:9]2)=[CH:4][C:3]=1[CH:47]([C:52]1[N:53]=[N:54][C:55]([Cl:58])=[CH:56][CH:57]=1)C(OC)=O.CO.[OH-].[Li+].Cl, predict the reaction product. (4) Given the reactants [C:1]([O:4][C:5]1[CH:24]=[CH:23][C:8]([C:9]2[CH2:10][O:11][C:12]3[C:17]([CH:18]=2)=[CH:16][CH:15]=[C:14]([O:19][C:20](=[O:22])[CH3:21])[CH:13]=3)=[CH:7][CH:6]=1)(=[O:3])[CH3:2].[CH:25]1[CH:30]=CC([C+](C2C=CC=CC=2)C2C=CC=CC=2)=C[CH:26]=1.F[P-](F)(F)(F)(F)F.C([Sn](CCCC)(CCCC)CCCC)C=C, predict the reaction product. The product is: [CH2:30]([CH:10]1[C:9]([C:8]2[CH:23]=[CH:24][C:5]([O:4][C:1](=[O:3])[CH3:2])=[CH:6][CH:7]=2)=[CH:18][C:17]2[C:12](=[CH:13][C:14]([O:19][C:20](=[O:22])[CH3:21])=[CH:15][CH:16]=2)[O:11]1)[CH:25]=[CH2:26].